Dataset: Forward reaction prediction with 1.9M reactions from USPTO patents (1976-2016). Task: Predict the product of the given reaction. (1) Given the reactants [CH3:1][O:2][C:3]1[CH:4]=[C:5]2[C:10](=[CH:11][C:12]=1[CH3:13])[CH:9]=[N:8][CH:7]([CH3:14])[CH2:6]2.CN([CH:18]=[C:19]([C:25](=[O:27])[CH3:26])[C:20]([O:22][CH2:23][CH3:24])=[O:21])C.COCCOC.C1(Cl)C(=O)C(Cl)=C(Cl)C(=O)C=1Cl, predict the reaction product. The product is: [CH3:1][O:2][C:3]1[C:12]([CH3:13])=[CH:11][C:10]2[C:9]3[N:8]([CH:7]([CH3:14])[CH2:6][C:5]=2[CH:4]=1)[CH:18]=[C:19]([C:20]([O:22][CH2:23][CH3:24])=[O:21])[C:25](=[O:27])[CH:26]=3. (2) Given the reactants [C:1]1([C:7]2[NH:16][C:15](=O)[C:14]3[C:9](=[CH:10][CH:11]=[CH:12][CH:13]=3)[N:8]=2)[CH:6]=[CH:5][CH:4]=[CH:3][CH:2]=1.P(Cl)(Cl)([Cl:20])=O, predict the reaction product. The product is: [Cl:20][C:15]1[C:14]2[C:9](=[CH:10][CH:11]=[CH:12][CH:13]=2)[N:8]=[C:7]([C:1]2[CH:6]=[CH:5][CH:4]=[CH:3][CH:2]=2)[N:16]=1.